This data is from Reaction yield outcomes from USPTO patents with 853,638 reactions. The task is: Predict the reaction yield, written as a fraction of the theoretical maximum amount of product (1.0 means a 100% yield; for example, 0.34 means a 34% yield). (1) The reactants are [CH2:1]([C:3]1[N:4]([C:28]2[CH:33]=[CH:32][C:31]([OH:34])=[CH:30][CH:29]=2)[C:5](=[O:27])[C:6]([CH2:12][C:13]2[CH:18]=[CH:17][C:16]([C:19]3[C:20]([C:25]#[N:26])=[CH:21][CH:22]=[CH:23][CH:24]=3)=[CH:15][CH:14]=2)=[C:7]([CH2:9][CH2:10][CH3:11])[N:8]=1)[CH3:2].[CH2:35]([O:37][CH2:38][CH:39](O)[CH2:40][O:41][CH2:42][CH3:43])[CH3:36].C1(P(C2C=CC=CC=2)C2C=CC=CC=2)C=CC=CC=1.[N:65]([C:66]([O:68]C(C)C)=[O:67])=[N:65][C:66]([O:68]C(C)C)=[O:67]. The catalyst is O1CCCC1.O.C(OCC)(=O)C. The product is [CH2:42]([O:41][CH2:40][CH:39]([CH2:38][O:37][CH2:35][CH3:36])[O:34][C:31]1[CH:32]=[CH:33][C:28]([N:4]2[C:5](=[O:27])[C:6]([CH2:12][C:13]3[CH:18]=[CH:17][C:16]([C:19]4[CH:24]=[CH:23][CH:22]=[CH:21][C:20]=4[C:25]4[NH:65][C:66](=[O:67])[O:68][N:26]=4)=[CH:15][CH:14]=3)=[C:7]([CH2:9][CH2:10][CH3:11])[N:8]=[C:3]2[CH2:1][CH3:2])=[CH:29][CH:30]=1)[CH3:43]. The yield is 0.600. (2) The reactants are [NH2:1][CH:2]1[CH2:5][N:4]([C:6]([C:8]2[CH:9]=[C:10]([CH:23]=[CH:24][C:25]=2[F:26])[CH2:11][C:12]2[C:21]3[C:16](=[CH:17][CH:18]=[CH:19][CH:20]=3)[C:15](=[O:22])[NH:14][N:13]=2)=[O:7])[CH2:3]1.[CH:27](=O)[CH3:28].C[Si]([C:34]#[N:35])(C)C. No catalyst specified. The product is [F:26][C:25]1[CH:24]=[CH:23][C:10]([CH2:11][C:12]2[C:21]3[C:16](=[CH:17][CH:18]=[CH:19][CH:20]=3)[C:15](=[O:22])[NH:14][N:13]=2)=[CH:9][C:8]=1[C:6]([N:4]1[CH2:3][CH:2]([NH:1][CH:27]([CH3:28])[C:34]#[N:35])[CH2:5]1)=[O:7]. The yield is 0.710.